From a dataset of Reaction yield outcomes from USPTO patents with 853,638 reactions. Predict the reaction yield, written as a fraction of the theoretical maximum amount of product (1.0 means a 100% yield; for example, 0.34 means a 34% yield). (1) The reactants are Cl.[CH:2]([O:5][C:6]1[CH:11]=[CH:10][C:9]([C:12]([N:14]2[CH2:19][CH2:18][C:17]3([O:24][CH:23]([C:25]4[O:26][C:27]([CH3:30])=[CH:28][N:29]=4)[CH2:22][NH:21][CH2:20]3)[CH2:16][CH2:15]2)=[O:13])=[CH:8][C:7]=1[CH3:31])([CH3:4])[CH3:3].FC(F)(F)S(O[CH2:38][C:39]([F:42])([F:41])[F:40])(=O)=O.C([O-])(O)=O.[Na+]. The catalyst is CCO. The product is [CH:2]([O:5][C:6]1[CH:11]=[CH:10][C:9]([C:12]([N:14]2[CH2:19][CH2:18][C:17]3([O:24][CH:23]([C:25]4[O:26][C:27]([CH3:30])=[CH:28][N:29]=4)[CH2:22][N:21]([CH2:38][C:39]([F:42])([F:41])[F:40])[CH2:20]3)[CH2:16][CH2:15]2)=[O:13])=[CH:8][C:7]=1[CH3:31])([CH3:4])[CH3:3]. The yield is 0.0900. (2) The reactants are NC(N)=[S:3].[C:5]([O:9][C:10](=[O:24])[C@@H:11]([NH:16][C:17]([O:19][C:20]([CH3:23])([CH3:22])[CH3:21])=[O:18])[CH2:12][CH:13]1[CH2:15]O1)([CH3:8])([CH3:7])[CH3:6]. The catalyst is CO. The product is [C:5]([O:9][C:10](=[O:24])[C@@H:11]([NH:16][C:17]([O:19][C:20]([CH3:23])([CH3:22])[CH3:21])=[O:18])[CH2:12][CH:13]1[CH2:15][S:3]1)([CH3:8])([CH3:7])[CH3:6]. The yield is 0.840. (3) The reactants are [C:1]([N:4]1[C:13]2[C:8](=[CH:9][C:10]([C:14]3[CH:22]=[CH:21][C:17]([C:18](O)=[O:19])=[CH:16][CH:15]=3)=[CH:11][CH:12]=2)[C@H:7]([NH:23][C:24]([O:26][CH:27]([CH3:29])[CH3:28])=[O:25])[CH2:6][C@@H:5]1[CH3:30])(=[O:3])[CH3:2].CN(C(ON1N=NC2C=CC=NC1=2)=[N+](C)C)C.F[P-](F)(F)(F)(F)F.CCN(C(C)C)C(C)C.[NH2:64][CH2:65][CH2:66][NH:67][C:68](=[O:74])[O:69][C:70]([CH3:73])([CH3:72])[CH3:71]. The catalyst is CN(C=O)C. The product is [C:1]([N:4]1[C:13]2[C:8](=[CH:9][C:10]([C:14]3[CH:22]=[CH:21][C:17]([C:18]([NH:64][CH2:65][CH2:66][NH:67][C:68]([O:69][C:70]([CH3:71])([CH3:73])[CH3:72])=[O:74])=[O:19])=[CH:16][CH:15]=3)=[CH:11][CH:12]=2)[C@H:7]([NH:23][C:24](=[O:25])[O:26][CH:27]([CH3:28])[CH3:29])[CH2:6][C@@H:5]1[CH3:30])(=[O:3])[CH3:2]. The yield is 0.860. (4) The reactants are C(=O)([O-])[O-].[K+].[K+].Br[CH2:8][CH2:9][CH2:10][CH2:11][CH2:12]Br.[F:14][C:15]1[CH:20]=[CH:19][C:18]([C:21]2([NH2:28])[CH2:26][CH:25]3[CH2:27][CH:22]2[CH2:23][CH2:24]3)=[CH:17][CH:16]=1. The catalyst is CN(C=O)C. The product is [F:14][C:15]1[CH:16]=[CH:17][C:18]([C:21]2([N:28]3[CH2:12][CH2:11][CH2:10][CH2:9][CH2:8]3)[CH2:26][CH:25]3[CH2:27][CH:22]2[CH2:23][CH2:24]3)=[CH:19][CH:20]=1. The yield is 0.700.